Dataset: Catalyst prediction with 721,799 reactions and 888 catalyst types from USPTO. Task: Predict which catalyst facilitates the given reaction. (1) The catalyst class is: 3. Reactant: [C:1]([CH:5]([CH:7]([C:9]([O:11]C)=[O:10])[OH:8])[OH:6])([O:3]C)=[O:2].Cl[CH2:14][C:15]1[NH:16][C:17](=[O:41])[C:18]2[S:23][C:22]([N:24]3[CH2:29][CH2:28][CH:27]([O:30][C:31]4[CH:36]=[CH:35][CH:34]=[CH:33][C:32]=4[C:37]([F:40])([F:39])[F:38])[CH2:26][CH2:25]3)=[N:21][C:19]=2[N:20]=1.[H-].[Na+].C(O)=O. Product: [OH:8][CH:7]([CH:5]([O:6][CH2:14][C:15]1[NH:16][C:17](=[O:41])[C:18]2[S:23][C:22]([N:24]3[CH2:25][CH2:26][CH:27]([O:30][C:31]4[CH:36]=[CH:35][CH:34]=[CH:33][C:32]=4[C:37]([F:38])([F:40])[F:39])[CH2:28][CH2:29]3)=[N:21][C:19]=2[N:20]=1)[C:1]([OH:3])=[O:2])[C:9]([OH:11])=[O:10]. (2) Reactant: [C:1]([N:4]([CH2:16][C:17]1[CH:26]=[CH:25][C:20]([C:21]([O:23]C)=[O:22])=[CH:19][CH:18]=1)[CH2:5][C:6]1[N:7]=[N:8][N:9]([CH2:11][Si](C)(C)C)[CH:10]=1)(=[O:3])[CH3:2].C1COCC1.[Li+].[OH-]. Product: [C:1]([N:4]([CH2:16][C:17]1[CH:18]=[CH:19][C:20]([C:21]([OH:23])=[O:22])=[CH:25][CH:26]=1)[CH2:5][C:6]1[N:7]=[N:8][N:9]([CH3:11])[CH:10]=1)(=[O:3])[CH3:2]. The catalyst class is: 5. (3) Reactant: [NH2:1][C:2]1[C:3]([Cl:10])=[C:4]([CH:7]=[CH:8][CH:9]=1)[CH2:5][OH:6]. Product: [NH2:1][C:2]1[C:3]([Cl:10])=[C:4]([CH:7]=[CH:8][CH:9]=1)[CH:5]=[O:6]. The catalyst class is: 428. (4) Reactant: [NH2:1][C:2]1[CH:19]=[CH:18][C:17]([F:20])=[CH:16][C:3]=1[NH:4][C:5]1[S:9][C:8]2[CH:10]=[CH:11][CH:12]=[CH:13][C:7]=2[C:6]=1[C:14]#[N:15].Cl. Product: [NH2:15][C:14]1[C:6]2[C:7]3[CH:13]=[CH:12][CH:11]=[CH:10][C:8]=3[S:9][C:5]=2[NH:4][C:3]2[CH:16]=[C:17]([F:20])[CH:18]=[CH:19][C:2]=2[N:1]=1. The catalyst class is: 24. (5) Reactant: [N+:1]([C:4]1[CH:39]=[CH:38][C:7]([O:8][CH2:9][CH2:10][CH2:11][CH2:12][Si:13]([CH3:37])([CH3:36])[O:14][Si:15]([CH3:35])([CH3:34])[O:16][Si:17]([CH2:20][CH2:21][CH2:22][CH2:23][O:24][C:25]2[CH:30]=[CH:29][C:28]([N+:31]([O-])=O)=[CH:27][CH:26]=2)([CH3:19])[CH3:18])=[CH:6][CH:5]=1)([O-])=O. Product: [NH2:31][C:28]1[CH:29]=[CH:30][C:25]([O:24][CH2:23][CH2:22][CH2:21][CH2:20][Si:17]([CH3:19])([CH3:18])[O:16][Si:15]([CH3:35])([CH3:34])[O:14][Si:13]([CH2:12][CH2:11][CH2:10][CH2:9][O:8][C:7]2[CH:6]=[CH:5][C:4]([NH2:1])=[CH:39][CH:38]=2)([CH3:36])[CH3:37])=[CH:26][CH:27]=1. The catalyst class is: 45. (6) Reactant: Cl.[Cl:2][C:3]1[CH:8]=[CH:7][C:6]([C:9]2([C:15](O)=[O:16])[CH2:14][CH2:13][NH:12][CH2:11][CH2:10]2)=[CH:5][CH:4]=1.[H-].[H-].[H-].[H-].[Li+].[Al+3]. Product: [Cl:2][C:3]1[CH:8]=[CH:7][C:6]([C:9]2([CH2:15][OH:16])[CH2:14][CH2:13][NH:12][CH2:11][CH2:10]2)=[CH:5][CH:4]=1. The catalyst class is: 1. (7) Reactant: [OH:1][CH:2]([C:11]1[CH:16]=[CH:15][C:14]([C:17]2[N:21]=[C:20]([C:22]3[O:26][N:25]=[C:24]([C:27]4[CH:32]=[CH:31][CH:30]=[CH:29][CH:28]=4)[C:23]=3[C:33]([F:36])([F:35])[F:34])[O:19][N:18]=2)=[CH:13][CH:12]=1)[C:3]([NH:5][CH2:6][CH2:7][C:8](O)=[O:9])=[O:4].Cl.[NH:38]1[CH2:41][CH:40]([C:42]([O:44][CH3:45])=[O:43])[CH2:39]1.CN1CCOCC1.CN(C(ON1N=NC2C=CC=NC1=2)=[N+](C)C)C.F[P-](F)(F)(F)(F)F. Product: [OH:1][CH:2]([C:11]1[CH:16]=[CH:15][C:14]([C:17]2[N:21]=[C:20]([C:22]3[O:26][N:25]=[C:24]([C:27]4[CH:28]=[CH:29][CH:30]=[CH:31][CH:32]=4)[C:23]=3[C:33]([F:34])([F:35])[F:36])[O:19][N:18]=2)=[CH:13][CH:12]=1)[C:3]([NH:5][CH2:6][CH2:7][C:8]([N:38]1[CH2:41][CH:40]([C:42]([O:44][CH3:45])=[O:43])[CH2:39]1)=[O:9])=[O:4]. The catalyst class is: 3. (8) Reactant: COC1C=C(C=CC=1OC)C[NH:7][C:8]1[N:13]2[N:14]=[C:15]([C:17]3[O:18][CH:19]=[CH:20][CH:21]=3)[N:16]=[C:12]2[CH:11]=[C:10]([C:22]2[CH:27]=[CH:26][CH:25]=[CH:24][C:23]=2[CH:28]=[O:29])[N:9]=1.FC(F)(F)S(O)(=O)=O. Product: [NH2:7][C:8]1[N:13]2[N:14]=[C:15]([C:17]3[O:18][CH:19]=[CH:20][CH:21]=3)[N:16]=[C:12]2[CH:11]=[C:10]([C:22]2[CH:27]=[CH:26][CH:25]=[CH:24][C:23]=2[CH:28]=[O:29])[N:9]=1. The catalyst class is: 55.